From a dataset of NCI-60 drug combinations with 297,098 pairs across 59 cell lines. Regression. Given two drug SMILES strings and cell line genomic features, predict the synergy score measuring deviation from expected non-interaction effect. Drug 1: C1CN(CCN1C(=O)CCBr)C(=O)CCBr. Drug 2: CC12CCC3C(C1CCC2OP(=O)(O)O)CCC4=C3C=CC(=C4)OC(=O)N(CCCl)CCCl.[Na+]. Cell line: SK-OV-3. Synergy scores: CSS=-4.54, Synergy_ZIP=0.790, Synergy_Bliss=1.40, Synergy_Loewe=-7.84, Synergy_HSA=-5.11.